From a dataset of NCI-60 drug combinations with 297,098 pairs across 59 cell lines. Regression. Given two drug SMILES strings and cell line genomic features, predict the synergy score measuring deviation from expected non-interaction effect. (1) Drug 1: CCC1=CC2CC(C3=C(CN(C2)C1)C4=CC=CC=C4N3)(C5=C(C=C6C(=C5)C78CCN9C7C(C=CC9)(C(C(C8N6C)(C(=O)OC)O)OC(=O)C)CC)OC)C(=O)OC.C(C(C(=O)O)O)(C(=O)O)O. Cell line: TK-10. Drug 2: CC1CCC2CC(C(=CC=CC=CC(CC(C(=O)C(C(C(=CC(C(=O)CC(OC(=O)C3CCCCN3C(=O)C(=O)C1(O2)O)C(C)CC4CCC(C(C4)OC)OCCO)C)C)O)OC)C)C)C)OC. Synergy scores: CSS=22.4, Synergy_ZIP=-5.48, Synergy_Bliss=-2.77, Synergy_Loewe=1.03, Synergy_HSA=2.02. (2) Drug 1: CCCS(=O)(=O)NC1=C(C(=C(C=C1)F)C(=O)C2=CNC3=C2C=C(C=N3)C4=CC=C(C=C4)Cl)F. Drug 2: C1C(C(OC1N2C=NC(=NC2=O)N)CO)O. Cell line: K-562. Synergy scores: CSS=34.6, Synergy_ZIP=-1.80, Synergy_Bliss=-4.19, Synergy_Loewe=-20.8, Synergy_HSA=-5.59.